From a dataset of Reaction yield outcomes from USPTO patents with 853,638 reactions. Predict the reaction yield, written as a fraction of the theoretical maximum amount of product (1.0 means a 100% yield; for example, 0.34 means a 34% yield). The reactants are [CH3:1][N:2]1[CH:6]=[CH:5][CH:4]=[C:3]1[C:7]([NH:9][CH:10]1[CH2:19][CH2:18][C:17]2[CH:16]=[C:15]([C:20]([O:22]C)=O)[CH:14]=[CH:13][C:12]=2[CH2:11]1)=[O:8].Cl.[NH2:25][OH:26].[OH-].[K+].C(O)(=O)C. The catalyst is CO. The product is [OH:26][NH:25][C:20]([C:15]1[CH:16]=[C:17]2[C:12](=[CH:13][CH:14]=1)[CH2:11][CH:10]([NH:9][C:7]([C:3]1[N:2]([CH3:1])[CH:6]=[CH:5][CH:4]=1)=[O:8])[CH2:19][CH2:18]2)=[O:22]. The yield is 0.260.